From a dataset of Forward reaction prediction with 1.9M reactions from USPTO patents (1976-2016). Predict the product of the given reaction. Given the reactants [CH3:1][C:2]1[CH:7]=[CH:6][C:5]([NH:8][C:9]([NH:11][C:12]2[S:13][CH:14]=[CH:15][C:16]=2[C:17]([O:19]CC)=O)=[O:10])=[CH:4][CH:3]=1.[OH-].[K+], predict the reaction product. The product is: [CH3:1][C:2]1[CH:7]=[CH:6][C:5]([N:8]2[C:17](=[O:19])[C:16]3[CH:15]=[CH:14][S:13][C:12]=3[NH:11][C:9]2=[O:10])=[CH:4][CH:3]=1.